Dataset: Catalyst prediction with 721,799 reactions and 888 catalyst types from USPTO. Task: Predict which catalyst facilitates the given reaction. Product: [F:1][C:2]1[CH:8]=[C:7]([O:9][C:10]2[C:11]3[N:18]([CH3:19])[CH:17]=[CH:16][C:12]=3[N:13]=[CH:14][N:15]=2)[CH:6]=[CH:5][C:3]=1[NH:4][C:36]([NH:35][C:31]1[CH:32]=[CH:33][CH:34]=[C:29]([C:28]([F:27])([F:38])[F:39])[CH:30]=1)=[O:37]. The catalyst class is: 7. Reactant: [F:1][C:2]1[CH:8]=[C:7]([O:9][C:10]2[C:11]3[N:18]([CH3:19])[CH:17]=[CH:16][C:12]=3[N:13]=[CH:14][N:15]=2)[CH:6]=[CH:5][C:3]=1[NH2:4].C(N(CC)CC)C.[F:27][C:28]([F:39])([F:38])[C:29]1[CH:30]=[C:31]([N:35]=[C:36]=[O:37])[CH:32]=[CH:33][CH:34]=1.